From a dataset of Full USPTO retrosynthesis dataset with 1.9M reactions from patents (1976-2016). Predict the reactants needed to synthesize the given product. Given the product [CH3:21][C:19]1[C:5]2=[CH:6][C:7]3[C:8]([CH3:17])([CH3:18])[C:9]4[C:14]([C:15]=3[CH:16]=[C:4]2[CH2:3][C:2]=1[CH3:1])=[CH:13][CH:12]=[CH:11][CH:10]=4, predict the reactants needed to synthesize it. The reactants are: [CH3:1][CH:2]1[C:19](=O)[C:5]2=[CH:6][C:7]3[C:8]([CH3:18])([CH3:17])[C:9]4[C:14]([C:15]=3[CH:16]=[C:4]2[CH2:3]1)=[CH:13][CH:12]=[CH:11][CH:10]=4.[CH3:21][Mg]Br.Cl.C1(C)C=CC(S(O)(=O)=O)=CC=1.